Dataset: Forward reaction prediction with 1.9M reactions from USPTO patents (1976-2016). Task: Predict the product of the given reaction. (1) Given the reactants [Cl:1][C:2]1[C:7]([O:8][C:9]2[CH:14]=[CH:13][C:12]([N+:15]([O-])=O)=[CH:11][N:10]=2)=[CH:6][C:5]([NH:18][C:19](=[O:31])[C:20]2[CH:25]=[CH:24][CH:23]=[C:22]([C:26]([C:29]#[N:30])([CH3:28])[CH3:27])[CH:21]=2)=[C:4]([F:32])[CH:3]=1.[Cl-].[Ca+2].[Cl-].O, predict the reaction product. The product is: [NH2:15][C:12]1[CH:13]=[CH:14][C:9]([O:8][C:7]2[C:2]([Cl:1])=[CH:3][C:4]([F:32])=[C:5]([NH:18][C:19](=[O:31])[C:20]3[CH:25]=[CH:24][CH:23]=[C:22]([C:26]([C:29]#[N:30])([CH3:28])[CH3:27])[CH:21]=3)[CH:6]=2)=[N:10][CH:11]=1. (2) Given the reactants S(Cl)([Cl:3])=O.[N:5]1[C:9]2[CH:10]=[CH:11][C:12]([C:14]([OH:16])=[O:15])=[CH:13][C:8]=2[NH:7][CH:6]=1.[CH3:17]O, predict the reaction product. The product is: [ClH:3].[N:5]1[C:9]2[CH:10]=[CH:11][C:12]([C:14]([O:16][CH3:17])=[O:15])=[CH:13][C:8]=2[NH:7][CH:6]=1. (3) Given the reactants Br.[NH2:2][C:3]1[S:4][C:5](Br)=[CH:6][N:7]=1.C(=O)([O-])[O-].[K+].[K+].[NH:15]1[CH2:20][CH2:19][O:18][CH2:17][CH2:16]1, predict the reaction product. The product is: [N:15]1([C:5]2[S:4][C:3]([NH2:2])=[N:7][CH:6]=2)[CH2:20][CH2:19][O:18][CH2:17][CH2:16]1. (4) Given the reactants [CH:1]1([N:4]([CH2:29][C:30]2[CH:35]=[C:34]([CH2:36][CH2:37][CH2:38][O:39][CH3:40])[CH:33]=[C:32]([O:41][CH2:42][CH2:43][O:44][CH3:45])[CH:31]=2)[C:5]([C@@H:7]2[C@:12]([C:14]3[CH:19]=[CH:18][C:17]([F:20])=[C:16]([F:21])[CH:15]=3)([OH:13])[CH2:11][CH2:10][N:9]([C:22]([O:24][C:25]([CH3:28])([CH3:27])[CH3:26])=[O:23])[CH2:8]2)=[O:6])[CH2:3][CH2:2]1.[H-].[Na+].[CH2:48](Br)[C:49]#[CH:50], predict the reaction product. The product is: [CH:1]1([N:4]([CH2:29][C:30]2[CH:35]=[C:34]([CH2:36][CH2:37][CH2:38][O:39][CH3:40])[CH:33]=[C:32]([O:41][CH2:42][CH2:43][O:44][CH3:45])[CH:31]=2)[C:5]([C@@H:7]2[C@:12]([C:14]3[CH:19]=[CH:18][C:17]([F:20])=[C:16]([F:21])[CH:15]=3)([O:13][CH2:50][C:49]#[CH:48])[CH2:11][CH2:10][N:9]([C:22]([O:24][C:25]([CH3:28])([CH3:27])[CH3:26])=[O:23])[CH2:8]2)=[O:6])[CH2:3][CH2:2]1. (5) Given the reactants [Br-].C1([P+](C2C=CC=CC=2)(C2C=CC=CC=2)[CH2:9][C:10]2[S:11][CH:12]=[C:13]([C:15]3[CH:20]=[CH:19][CH:18]=[CH:17][CH:16]=3)[N:14]=2)C=CC=CC=1.CC(C)([O-])C.[K+].[C:39]([C:44]1[CH:53]=[CH:52][C:47]([C:48](OC)=[O:49])=[CH:46][CH:45]=1)(=O)[CH2:40][CH2:41][CH3:42].C1(C)C=CC=CC=1.[H-].C([Al+]CC(C)C)C(C)C.O.O.O.O.O.O.O.O.O.O.S([O-])([O-])(=O)=O.[Na+].[Na+], predict the reaction product. The product is: [C:15]1([C:13]2[N:14]=[C:10]([CH2:9][CH:39]([C:44]3[CH:45]=[CH:46][C:47]([CH2:48][OH:49])=[CH:52][CH:53]=3)[CH2:40][CH2:41][CH3:42])[S:11][CH:12]=2)[CH:16]=[CH:17][CH:18]=[CH:19][CH:20]=1. (6) Given the reactants [N+:1]([C:4]1[CH:9]=[CH:8][CH:7]=[CH:6][C:5]=1[OH:10])([O-:3])=[O:2].Br[CH2:12][CH2:13][Cl:14].C([O-])([O-])=O.[K+].[K+], predict the reaction product. The product is: [N+:1]([C:4]1[CH:9]=[CH:8][CH:7]=[CH:6][C:5]=1[O:10][CH2:12][CH2:13][Cl:14])([O-:3])=[O:2]. (7) Given the reactants [OH-].[Na+].[CH3:3][O:4][C:5]1[C:14]([N+:15]([O-:17])=[O:16])=[CH:13][CH:12]=[CH:11][C:6]=1[C:7]([O:9]C)=[O:8], predict the reaction product. The product is: [CH3:3][O:4][C:5]1[C:14]([N+:15]([O-:17])=[O:16])=[CH:13][CH:12]=[CH:11][C:6]=1[C:7]([OH:9])=[O:8]. (8) Given the reactants [NH:1]1[CH:5]=[C:4]([C:6]([O:8][CH3:9])=[O:7])[N:3]=[N:2]1.C(=O)([O-])[O-].[K+].[K+].I[CH2:17][CH2:18][CH3:19], predict the reaction product. The product is: [CH2:17]([N:2]1[N:3]=[C:4]([C:6]([O:8][CH3:9])=[O:7])[CH:5]=[N:1]1)[CH2:18][CH3:19].[CH2:17]([N:1]1[CH:5]=[C:4]([C:6]([O:8][CH3:9])=[O:7])[N:3]=[N:2]1)[CH2:18][CH3:19].